From a dataset of NCI-60 drug combinations with 297,098 pairs across 59 cell lines. Regression. Given two drug SMILES strings and cell line genomic features, predict the synergy score measuring deviation from expected non-interaction effect. (1) Cell line: M14. Drug 2: C1CC(C1)(C(=O)O)C(=O)O.[NH2-].[NH2-].[Pt+2]. Drug 1: CC1C(C(=O)NC(C(=O)N2CCCC2C(=O)N(CC(=O)N(C(C(=O)O1)C(C)C)C)C)C(C)C)NC(=O)C3=C4C(=C(C=C3)C)OC5=C(C(=O)C(=C(C5=N4)C(=O)NC6C(OC(=O)C(N(C(=O)CN(C(=O)C7CCCN7C(=O)C(NC6=O)C(C)C)C)C)C(C)C)C)N)C. Synergy scores: CSS=8.16, Synergy_ZIP=0.977, Synergy_Bliss=7.28, Synergy_Loewe=4.82, Synergy_HSA=5.64. (2) Drug 1: COC1=C(C=C2C(=C1)N=CN=C2NC3=CC(=C(C=C3)F)Cl)OCCCN4CCOCC4. Drug 2: CNC(=O)C1=NC=CC(=C1)OC2=CC=C(C=C2)NC(=O)NC3=CC(=C(C=C3)Cl)C(F)(F)F. Cell line: SF-295. Synergy scores: CSS=34.8, Synergy_ZIP=-1.21, Synergy_Bliss=-1.08, Synergy_Loewe=1.12, Synergy_HSA=1.21. (3) Drug 1: CCCS(=O)(=O)NC1=C(C(=C(C=C1)F)C(=O)C2=CNC3=C2C=C(C=N3)C4=CC=C(C=C4)Cl)F. Drug 2: CS(=O)(=O)CCNCC1=CC=C(O1)C2=CC3=C(C=C2)N=CN=C3NC4=CC(=C(C=C4)OCC5=CC(=CC=C5)F)Cl. Synergy scores: CSS=-1.98, Synergy_ZIP=1.96, Synergy_Bliss=3.12, Synergy_Loewe=-12.8, Synergy_HSA=-1.22. Cell line: SF-268. (4) Drug 1: COC1=CC(=CC(=C1O)OC)C2C3C(COC3=O)C(C4=CC5=C(C=C24)OCO5)OC6C(C(C7C(O6)COC(O7)C8=CC=CS8)O)O. Drug 2: CCCCC(=O)OCC(=O)C1(CC(C2=C(C1)C(=C3C(=C2O)C(=O)C4=C(C3=O)C=CC=C4OC)O)OC5CC(C(C(O5)C)O)NC(=O)C(F)(F)F)O. Cell line: MALME-3M. Synergy scores: CSS=25.2, Synergy_ZIP=-4.68, Synergy_Bliss=-1.68, Synergy_Loewe=-3.08, Synergy_HSA=-1.80. (5) Drug 1: CC1OCC2C(O1)C(C(C(O2)OC3C4COC(=O)C4C(C5=CC6=C(C=C35)OCO6)C7=CC(=C(C(=C7)OC)O)OC)O)O. Drug 2: C1C(C(OC1N2C=NC(=NC2=O)N)CO)O. Cell line: SNB-75. Synergy scores: CSS=-0.775, Synergy_ZIP=0.460, Synergy_Bliss=-0.0738, Synergy_Loewe=-8.00, Synergy_HSA=-4.07. (6) Drug 1: CC1=C(C(CCC1)(C)C)C=CC(=CC=CC(=CC(=O)O)C)C. Drug 2: CC=C1C(=O)NC(C(=O)OC2CC(=O)NC(C(=O)NC(CSSCCC=C2)C(=O)N1)C(C)C)C(C)C. Cell line: MCF7. Synergy scores: CSS=30.9, Synergy_ZIP=-3.68, Synergy_Bliss=-0.513, Synergy_Loewe=-1.19, Synergy_HSA=1.40. (7) Drug 1: C1=CN(C=N1)CC(O)(P(=O)(O)O)P(=O)(O)O. Drug 2: CC1C(C(CC(O1)OC2CC(OC(C2O)C)OC3=CC4=CC5=C(C(=O)C(C(C5)C(C(=O)C(C(C)O)O)OC)OC6CC(C(C(O6)C)O)OC7CC(C(C(O7)C)O)OC8CC(C(C(O8)C)O)(C)O)C(=C4C(=C3C)O)O)O)O. Cell line: SF-295. Synergy scores: CSS=12.9, Synergy_ZIP=2.26, Synergy_Bliss=5.29, Synergy_Loewe=-17.0, Synergy_HSA=0.330.